From a dataset of Forward reaction prediction with 1.9M reactions from USPTO patents (1976-2016). Predict the product of the given reaction. Given the reactants [C:1]([OH:16])(=O)[CH2:2][CH2:3][CH2:4][CH2:5][CH2:6][CH2:7][CH2:8][CH2:9][CH2:10][CH2:11][CH2:12][CH2:13][CH3:14].[NH2:17][CH2:18][CH2:19][CH2:20][CH2:21][CH2:22][C:23]([N:25]1[CH2:29][CH:28]([OH:30])[CH2:27][CH:26]1[CH:31]([C:50]1[CH:55]=[CH:54][CH:53]=[CH:52][CH:51]=1)[O:32][CH:33]([C:42]1[CH:47]=[CH:46][C:45]([O:48][CH3:49])=[CH:44][CH:43]=1)[C:34]1[CH:39]=[CH:38][C:37]([O:40][CH3:41])=[CH:36][CH:35]=1)=[O:24].CN(C(ON1N=NC2C=CC=CC1=2)=[N+](C)C)C.F[P-](F)(F)(F)(F)F.CCN(C(C)C)C(C)C, predict the reaction product. The product is: [CH3:41][O:40][C:37]1[CH:38]=[CH:39][C:34]([CH:33]([C:42]2[CH:47]=[CH:46][C:45]([O:48][CH3:49])=[CH:44][CH:43]=2)[O:32][CH:31]([C:50]2[CH:51]=[CH:52][CH:53]=[CH:54][CH:55]=2)[CH:26]2[CH2:27][CH:28]([OH:30])[CH2:29][N:25]2[C:23](=[O:24])[CH2:22][CH2:21][CH2:20][CH2:19][CH2:18][NH:17][C:1](=[O:16])[CH2:2][CH2:3][CH2:4][CH2:5][CH2:6][CH2:7][CH2:8][CH2:9][CH2:10][CH2:11][CH2:12][CH2:13][CH3:14])=[CH:35][CH:36]=1.